From a dataset of Reaction yield outcomes from USPTO patents with 853,638 reactions. Predict the reaction yield, written as a fraction of the theoretical maximum amount of product (1.0 means a 100% yield; for example, 0.34 means a 34% yield). The reactants are CCCCCC.[F:7][C:8]1[CH:9]=[C:10]([C:14]2[CH:15]=[C:16]3[CH:22]=[CH:21][NH:20][C:17]3=[N:18][CH:19]=2)[CH:11]=[CH:12][CH:13]=1.[C:23]1([S:29](Cl)(=[O:31])=[O:30])[CH:28]=[CH:27][CH:26]=[CH:25][CH:24]=1. The catalyst is C1COCC1. The product is [C:23]1([S:29]([N:20]2[C:17]3=[N:18][CH:19]=[C:14]([C:10]4[CH:11]=[CH:12][CH:13]=[C:8]([F:7])[CH:9]=4)[CH:15]=[C:16]3[CH:22]=[CH:21]2)(=[O:31])=[O:30])[CH:28]=[CH:27][CH:26]=[CH:25][CH:24]=1. The yield is 0.920.